This data is from Reaction yield outcomes from USPTO patents with 853,638 reactions. The task is: Predict the reaction yield, written as a fraction of the theoretical maximum amount of product (1.0 means a 100% yield; for example, 0.34 means a 34% yield). (1) The reactants are C([N-]C(C)C)(C)C.[Li+].[N:9]1[CH:14]=[CH:13][C:12]([CH3:15])=[CH:11][CH:10]=1.CON(C)[C:19](=[O:38])[C:20]1[CH:25]=[CH:24][C:23]([O:26][CH2:27][C:28]2[CH:37]=[CH:36][C:35]3[C:30](=[CH:31][CH:32]=[CH:33][CH:34]=3)[N:29]=2)=[CH:22][CH:21]=1.C(O)(=O)C. The catalyst is O1CCCC1. The product is [N:9]1[CH:14]=[CH:13][C:12]([CH2:15][C:19]([C:20]2[CH:21]=[CH:22][C:23]([O:26][CH2:27][C:28]3[CH:37]=[CH:36][C:35]4[C:30](=[CH:31][CH:32]=[CH:33][CH:34]=4)[N:29]=3)=[CH:24][CH:25]=2)=[O:38])=[CH:11][CH:10]=1. The yield is 0.800. (2) The reactants are [C:1]([C:3]1[CH:4]=[C:5]([CH:12]=[C:13]([C:15]([F:18])([F:17])[F:16])[CH:14]=1)[C:6](N(OC)C)=[O:7])#[N:2].[CH3:19][Mg]Br.Cl. The catalyst is O1CCCC1. The product is [C:6]([C:5]1[CH:4]=[C:3]([CH:14]=[C:13]([C:15]([F:18])([F:17])[F:16])[CH:12]=1)[C:1]#[N:2])(=[O:7])[CH3:19]. The yield is 1.00. (3) The reactants are Cl.Cl[C:3]1[N:8]=[C:7]([NH:9][CH:10]2[CH2:15][C:14]([CH3:17])([CH3:16])[NH:13][C:12]([CH3:19])([CH3:18])[CH2:11]2)[C:6]([F:20])=[CH:5][N:4]=1.[CH:21]1([C:24]2[C:29]([N:30]3[CH:34]=[N:33][N:32]=[N:31]3)=[CH:28][C:27]([NH2:35])=[CH:26][C:25]=2[F:36])[CH2:23][CH2:22]1.N1C=NN=N1.C[CH:43]([OH:45])C. No catalyst specified. The product is [NH3:4].[CH3:43][OH:45].[CH:21]1([C:24]2[C:29]([N:30]3[CH:34]=[N:33][N:32]=[N:31]3)=[CH:28][C:27]([NH:35][C:3]3[N:8]=[C:7]([NH:9][CH:10]4[CH2:15][C:14]([CH3:17])([CH3:16])[NH:13][C:12]([CH3:19])([CH3:18])[CH2:11]4)[C:6]([F:20])=[CH:5][N:4]=3)=[CH:26][C:25]=2[F:36])[CH2:23][CH2:22]1. The yield is 0.0100.